From a dataset of Catalyst prediction with 721,799 reactions and 888 catalyst types from USPTO. Predict which catalyst facilitates the given reaction. (1) Reactant: [CH2:1]=[CH:2][C:3]1[CH:8]=[CH:7][CH:6]=[CH:5][CH:4]=1. Product: [CH2:1]=[CH:2][CH2:3][CH2:4][CH2:5][CH2:6][CH3:7].[CH:2]([CH:3]1[CH2:8][CH2:7][CH2:6][CH2:5][CH2:4]1)=[CH2:1]. The catalyst class is: 1. (2) Reactant: [C:1]([N:9]1[C:13]2([CH2:17][CH2:16][N:15]([C@H:18]([CH3:25])[C:19]3[CH:24]=[CH:23][CH:22]=[CH:21][CH:20]=3)[C:14]2=O)[CH2:12][CH2:11][CH2:10]1)(=O)[C:2]1[CH:7]=[CH:6][CH:5]=[CH:4][CH:3]=1.[H-].[Al+3].[Li+].[H-].[H-].[H-]. Product: [CH2:1]([N:9]1[C:13]2([CH2:17][CH2:16][N:15]([C@H:18]([CH3:25])[C:19]3[CH:24]=[CH:23][CH:22]=[CH:21][CH:20]=3)[CH2:14]2)[CH2:12][CH2:11][CH2:10]1)[C:2]1[CH:3]=[CH:4][CH:5]=[CH:6][CH:7]=1. The catalyst class is: 7. (3) Reactant: F[C:2]1[N:7]=[CH:6][C:5]([C:8]2[CH:9]=[C:10]([NH:21][S:22]([CH3:25])(=[O:24])=[O:23])[CH:11]=[CH:12][C:13]=2[O:14][C:15]2[CH:20]=[CH:19][CH:18]=[CH:17][CH:16]=2)=[CH:4][C:3]=1[CH3:26].[OH-:27].[Na+]. Product: [CH3:26][C:3]1[C:2](=[O:27])[NH:7][CH:6]=[C:5]([C:8]2[CH:9]=[C:10]([NH:21][S:22]([CH3:25])(=[O:24])=[O:23])[CH:11]=[CH:12][C:13]=2[O:14][C:15]2[CH:20]=[CH:19][CH:18]=[CH:17][CH:16]=2)[CH:4]=1. The catalyst class is: 12. (4) Reactant: [C:1]([O:5][C:6]([N:8]1[CH2:13][CH2:12][NH:11][CH2:10][CH2:9]1)=[O:7])([CH3:4])([CH3:3])[CH3:2].CCN(CC)CC.[Br:21][C:22]1[CH:30]=[CH:29][C:25]([C:26](Cl)=[O:27])=[CH:24][CH:23]=1. Product: [C:1]([O:5][C:6]([N:8]1[CH2:13][CH2:12][N:11]([C:26](=[O:27])[C:25]2[CH:29]=[CH:30][C:22]([Br:21])=[CH:23][CH:24]=2)[CH2:10][CH2:9]1)=[O:7])([CH3:4])([CH3:2])[CH3:3]. The catalyst class is: 11. (5) Reactant: [CH3:1][O:2][C:3](=[O:33])[C@@:4]([N:30]=C=O)(OC(C)(C)C)[CH2:5][C:6]1[CH:11]=[CH:10][C:9]([O:12][CH2:13][C:14]2[CH:19]=[CH:18][CH:17]=[CH:16][CH:15]=2)=[C:8]([O:20][C:21](=[O:24])[NH:22][CH3:23])[CH:7]=1.[ClH:34].C(OCC)C. Product: [Cl-:34].[CH2:13]([O:12][C:9]1[CH:10]=[CH:11][C:6]([CH2:5][C@H:4]([NH3+:30])[C:3]([O:2][CH3:1])=[O:33])=[CH:7][C:8]=1[O:20][C:21](=[O:24])[NH:22][CH3:23])[C:14]1[CH:19]=[CH:18][CH:17]=[CH:16][CH:15]=1. The catalyst class is: 4.